This data is from NCI-60 drug combinations with 297,098 pairs across 59 cell lines. The task is: Regression. Given two drug SMILES strings and cell line genomic features, predict the synergy score measuring deviation from expected non-interaction effect. Synergy scores: CSS=44.6, Synergy_ZIP=-2.07, Synergy_Bliss=-1.92, Synergy_Loewe=-8.75, Synergy_HSA=1.16. Drug 2: C1=NC2=C(N1)C(=S)N=CN2. Drug 1: CC12CCC3C(C1CCC2O)C(CC4=C3C=CC(=C4)O)CCCCCCCCCS(=O)CCCC(C(F)(F)F)(F)F. Cell line: HOP-92.